Dataset: Peptide-MHC class I binding affinity with 185,985 pairs from IEDB/IMGT. Task: Regression. Given a peptide amino acid sequence and an MHC pseudo amino acid sequence, predict their binding affinity value. This is MHC class I binding data. (1) The peptide sequence is EWSVATFYL. The MHC is HLA-A23:01 with pseudo-sequence HLA-A23:01. The binding affinity (normalized) is 0.204. (2) The peptide sequence is YLALYNKYKY. The MHC is HLA-A23:01 with pseudo-sequence HLA-A23:01. The binding affinity (normalized) is 0.135.